This data is from Catalyst prediction with 721,799 reactions and 888 catalyst types from USPTO. The task is: Predict which catalyst facilitates the given reaction. (1) Reactant: [Br:1][C:2]1[C:3]([CH3:19])=[C:4]([N:8]2[C:16](=[O:17])[CH:15]3[CH:10]([CH2:11][CH2:12][CH2:13][CH2:14]3)[C:9]2=[O:18])[CH:5]=[CH:6][CH:7]=1.[BH4-].[Na+]. Product: [Br:1][C:2]1[C:3]([CH3:19])=[C:4]([N:8]2[CH:16]([OH:17])[CH:15]3[CH:10]([CH2:11][CH2:12][CH2:13][CH2:14]3)[C:9]2=[O:18])[CH:5]=[CH:6][CH:7]=1. The catalyst class is: 5. (2) Reactant: [Br:1][C:2]1[C:3]([NH2:12])=[N:4][CH:5]=[C:6]([N+:9]([O-:11])=[O:10])[C:7]=1[CH3:8].CO[CH:15](OC)[N:16]([CH3:18])[CH3:17]. Product: [Br:1][C:2]1[C:3]([N:12]=[CH:15][N:16]([CH3:18])[CH3:17])=[N:4][CH:5]=[C:6]([N+:9]([O-:11])=[O:10])[C:7]=1/[CH:8]=[CH:15]/[N:16]([CH3:18])[CH3:17]. The catalyst class is: 3. (3) Reactant: [Al+3].[Cl-].[Cl-].[Cl-].[C:5](Cl)(=[O:7])[CH3:6].[CH2:9]([C:11]1[CH:20]=[CH:19][C:18]2[C:13](=[CH:14][CH:15]=[CH:16][CH:17]=2)[CH:12]=1)[CH3:10].Cl. Product: [C:5]([C:14]1[C:13]2[C:18](=[CH:19][CH:20]=[C:11]([CH2:9][CH3:10])[CH:12]=2)[CH:17]=[CH:16][CH:15]=1)(=[O:7])[CH3:6]. The catalyst class is: 417. (4) Reactant: [CH:1]1([C:7]([C:9]2[O:10][C:11]3[CH:18]=[CH:17][C:16]([OH:19])=[CH:15][C:12]=3[C:13]=2[CH3:14])=[O:8])[CH2:6][CH2:5][CH2:4][CH2:3][CH2:2]1.[CH3:20][S:21][CH2:22][CH2:23]O.C(P(CCCC)CCCC)CCC.N(C(N1CCCCC1)=O)=NC(N1CCCCC1)=O. Product: [CH:1]1([C:7]([C:9]2[O:10][C:11]3[CH:18]=[CH:17][C:16]([O:19][CH2:23][CH2:22][S:21][CH3:20])=[CH:15][C:12]=3[C:13]=2[CH3:14])=[O:8])[CH2:2][CH2:3][CH2:4][CH2:5][CH2:6]1. The catalyst class is: 7. (5) Reactant: [Br:1][C:2]1[CH:3]=[CH:4][C:5](F)=[C:6]([CH:9]=1)[C:7]#[N:8].[NH2:11][NH2:12].C(OCC)(=O)C. Product: [NH2:8][C:7]1[C:6]2[C:5](=[CH:4][CH:3]=[C:2]([Br:1])[CH:9]=2)[NH:12][N:11]=1. The catalyst class is: 8. (6) Reactant: [F:1][C:2]1[C:7]([C:8]2[CH:9]=[N:10][N:11]([CH3:13])[CH:12]=2)=[CH:6][CH:5]=[CH:4][C:3]=1[N:14]1[CH:19]=[C:18]([O:20][CH3:21])[C:17](=[O:22])[C:16]([C:23](N(OC)C)=[O:24])=[N:15]1.[CH3:29][Mg+].[Br-]. Product: [C:23]([C:16]1[C:17](=[O:22])[C:18]([O:20][CH3:21])=[CH:19][N:14]([C:3]2[CH:4]=[CH:5][CH:6]=[C:7]([C:8]3[CH:9]=[N:10][N:11]([CH3:13])[CH:12]=3)[C:2]=2[F:1])[N:15]=1)(=[O:24])[CH3:29]. The catalyst class is: 1.